From a dataset of Full USPTO retrosynthesis dataset with 1.9M reactions from patents (1976-2016). Predict the reactants needed to synthesize the given product. (1) Given the product [CH2:36]([C:31]1[C:30]([C:26]2[CH:25]=[C:24]([C:22]3[CH2:21][C:20](=[O:38])[NH:19][C:9]4[CH:10]=[C:11]([C:15]([F:17])([F:16])[F:18])[C:12]([CH3:14])=[CH:13][C:8]=4[N:7]=3)[CH:29]=[CH:28][CH:27]=2)=[CH:35][CH:34]=[CH:33][N:32]=1)[CH3:37], predict the reactants needed to synthesize it. The reactants are: C(OC(=O)[NH:7][C:8]1[CH:13]=[C:12]([CH3:14])[C:11]([C:15]([F:18])([F:17])[F:16])=[CH:10][C:9]=1[NH:19][C:20](=[O:38])[CH2:21][C:22]([C:24]1[CH:29]=[CH:28][CH:27]=[C:26]([C:30]2[C:31]([CH2:36][CH3:37])=[N:32][CH:33]=[CH:34][CH:35]=2)[CH:25]=1)=O)(C)(C)C.C(O)(C(F)(F)F)=O. (2) The reactants are: [C:1]1([C:7]#[C:8][C:9]2[CH:10]=[C:11]([C:15]([N:17]3[CH2:22][CH2:21][CH:20]([C:23]4[CH:24]=[C:25]([CH:28]=[CH:29][CH:30]=4)[C:26]#[N:27])[CH2:19][CH2:18]3)=[O:16])[CH:12]=[N:13][CH:14]=2)[CH:6]=[CH:5][CH:4]=[CH:3][CH:2]=1.[ClH:31]. Given the product [ClH:31].[ClH:31].[C:1]1([C:7]#[C:8][C:9]2[CH:10]=[C:11]([C:15]([N:17]3[CH2:18][CH2:19][CH:20]([C:23]4[CH:24]=[C:25]([CH:28]=[CH:29][CH:30]=4)[CH2:26][NH2:27])[CH2:21][CH2:22]3)=[O:16])[CH:12]=[N:13][CH:14]=2)[CH:2]=[CH:3][CH:4]=[CH:5][CH:6]=1, predict the reactants needed to synthesize it. (3) Given the product [Si:3]([O:10][C:11]1[CH:12]=[C:13]([CH:14]=[CH:15][CH:16]=1)[O:17][CH2:19][C:20]([O:22][CH3:23])=[O:21])([C:6]([CH3:9])([CH3:8])[CH3:7])([CH3:5])[CH3:4], predict the reactants needed to synthesize it. The reactants are: [H-].[Na+].[Si:3]([O:10][C:11]1[CH:12]=[C:13]([OH:17])[CH:14]=[CH:15][CH:16]=1)([C:6]([CH3:9])([CH3:8])[CH3:7])([CH3:5])[CH3:4].Br[CH2:19][C:20]([O:22][CH3:23])=[O:21]. (4) The reactants are: [CH:1]([NH:4][C:5]1[C:6]([NH2:14])=[CH:7][C:8]([N+:11]([O-:13])=[O:12])=[CH:9][CH:10]=1)([CH3:3])[CH3:2].[CH2:15](OC(OCC)OCC)C. Given the product [CH:1]([N:4]1[C:5]2[CH:10]=[CH:9][C:8]([N+:11]([O-:13])=[O:12])=[CH:7][C:6]=2[N:14]=[CH:15]1)([CH3:3])[CH3:2], predict the reactants needed to synthesize it. (5) Given the product [F:13][C:14]1[CH:15]=[CH:16][C:17]([C:20]2[N:11]=[N:12][N:27]3[CH:26]=[C:25]4[C@:28]5([CH2:41][C:42]6[CH:47]=[CH:46][CH:45]=[CH:44][N:43]=6)[CH2:40][CH2:39][C:34]6([O:35][CH2:36][CH2:37][O:38]6)[CH2:33][C@H:29]5[CH2:30][CH2:31][CH2:32][C:24]4=[CH:23][C:22]=23)=[CH:18][CH:19]=1, predict the reactants needed to synthesize it. The reactants are: CC1C=CC(S([NH:11][NH2:12])(=O)=O)=CC=1.[F:13][C:14]1[CH:19]=[CH:18][C:17]([C:20]([C:22]2[N:27]=[CH:26][C:25]3[C@:28]4([CH2:41][C:42]5[CH:47]=[CH:46][CH:45]=[CH:44][N:43]=5)[CH2:40][CH2:39][C:34]5([O:38][CH2:37][CH2:36][O:35]5)[CH2:33][C@H:29]4[CH2:30][CH2:31][CH2:32][C:24]=3[CH:23]=2)=O)=[CH:16][CH:15]=1.